This data is from Peptide-MHC class I binding affinity with 185,985 pairs from IEDB/IMGT. The task is: Regression. Given a peptide amino acid sequence and an MHC pseudo amino acid sequence, predict their binding affinity value. This is MHC class I binding data. (1) The peptide sequence is FPVTPQVPL. The MHC is HLA-A03:01 with pseudo-sequence HLA-A03:01. The binding affinity (normalized) is 0.0886. (2) The peptide sequence is FQWMGYELW. The MHC is HLA-B51:01 with pseudo-sequence HLA-B51:01. The binding affinity (normalized) is 0.674. (3) The peptide sequence is DPDHYKDYA. The MHC is HLA-B51:01 with pseudo-sequence HLA-B51:01. The binding affinity (normalized) is 0.0739. (4) The peptide sequence is IKPPSPPTCM. The MHC is Mamu-A01 with pseudo-sequence Mamu-A01. The binding affinity (normalized) is 0.247. (5) The peptide sequence is AAPLMQSLY. The MHC is HLA-A26:01 with pseudo-sequence HLA-A26:01. The binding affinity (normalized) is 0.335. (6) The peptide sequence is MYQYIFLSF. The MHC is HLA-B15:01 with pseudo-sequence HLA-B15:01. The binding affinity (normalized) is 0.0847. (7) The peptide sequence is YKDANISMY. The binding affinity (normalized) is 0.0847. The MHC is HLA-B15:09 with pseudo-sequence HLA-B15:09. (8) The peptide sequence is GLYNRHRGR. The MHC is HLA-B57:01 with pseudo-sequence HLA-B57:01. The binding affinity (normalized) is 0.0847. (9) The peptide sequence is APAMGMNAY. The MHC is HLA-C04:01 with pseudo-sequence HLA-C04:01. The binding affinity (normalized) is 0.213.